Dataset: Full USPTO retrosynthesis dataset with 1.9M reactions from patents (1976-2016). Task: Predict the reactants needed to synthesize the given product. (1) Given the product [CH3:35][C:33]([Si:36]([CH3:53])([CH3:52])[O:37][C@@H:38]1[CH2:42][N:41]([C:43]([O:45][C:46]([CH3:48])([CH3:47])[CH3:49])=[O:44])[C@@H:40]([CH2:50][O:51][C:14]2[CH:15]=[CH:16][CH:17]=[CH:18][CH:19]=2)[CH2:39]1)([CH3:32])[CH3:34], predict the reactants needed to synthesize it. The reactants are: [CH:14]1[CH:19]=[CH:18][C:17](P([C:14]2[CH:19]=[CH:18][CH:17]=[CH:16][CH:15]=2)[C:14]2[CH:19]=[CH:18][CH:17]=[CH:16][CH:15]=2)=[CH:16][CH:15]=1.CCOC(/N=N/C(OCC)=O)=O.[CH3:32][C:33]([Si:36]([CH3:53])([CH3:52])[O:37][C@@H:38]1[CH2:42][N:41]([C:43]([O:45][C:46]([CH3:49])([CH3:48])[CH3:47])=[O:44])[C@@H:40]([CH2:50][OH:51])[CH2:39]1)([CH3:35])[CH3:34].C1(O)C=CC=CC=1. (2) Given the product [OH:32][C:31]([C@@:33]1([O:44][C@@H:43]([C@@H:45]([C@@H:47]([CH2:49][OH:50])[OH:48])[OH:46])[C@H:38]([NH:39][C:40]([CH3:42])=[O:41])[C@@H:36]([OH:37])[CH2:35]1)[O:6][C@H:5]1[C@@H:7]([OH:8])[C@@H:9]([CH2:11][OH:12])[O:10][C@@H:2]([O:1][CH2:13][C@@H:14]([OH:29])[C@@H:15]([OH:28])[C@@H:16]2[O:25][C:20]([OH:24])([C:21](=[O:22])[OH:23])[CH2:19][C@H:18]([OH:26])[C@H:17]2[OH:27])[C@@H:3]1[OH:4])=[O:30], predict the reactants needed to synthesize it. The reactants are: [O:1]([CH2:13][C@@H:14]([OH:29])[C@@H:15]([OH:28])[C@@H:16]1[O:25][C:20]([OH:24])([C:21](=[O:23])[OH:22])[CH2:19][C@H:18]([OH:26])[C@H:17]1[OH:27])[C@@H:2]1[O:10][C@H:9]([CH2:11][OH:12])[C@H:7]([OH:8])[C@H:5]([OH:6])[C@H:3]1[OH:4].[OH:30][C:31]([C:33]1([O:44][C@@H:43]([C@@H:45]([C@@H:47]([CH2:49][OH:50])[OH:48])[OH:46])[C@H:38]([NH:39][C:40]([CH3:42])=[O:41])[C@@H:36]([OH:37])[CH2:35]1)O)=[O:32].[Mg+2].[Cl-].[Cl-]. (3) Given the product [F:20][C:16]1[C:17]([NH2:19])=[N:18][C:13]([O:7][CH2:6][C:5]2[CH:8]=[CH:9][C:2]([F:1])=[CH:3][CH:4]=2)=[N:14][CH:15]=1, predict the reactants needed to synthesize it. The reactants are: [F:1][C:2]1[CH:9]=[CH:8][C:5]([CH2:6][OH:7])=[CH:4][CH:3]=1.[H-].[Na+].Cl[C:13]1[N:18]=[C:17]([NH2:19])[C:16]([F:20])=[CH:15][N:14]=1. (4) The reactants are: [CH:1]1([N:8](C)[C:9]2[N:14]=[C:13]([NH:15][C:16]3[CH:21]=[CH:20][C:19]([O:22][CH3:23])=[C:18]([F:24])[CH:17]=3)[N:12]=[C:11]([NH:25][CH:26]3[CH2:31][CH2:30][N:29]([CH3:32])[CH2:28][CH2:27]3)[N:10]=2)[CH2:7][CH2:6][CH2:5][CH2:4][CH2:3][CH2:2]1.[C:34]([OH:41])(=[O:40])[CH2:35][CH2:36][C:37]([OH:39])=[O:38]. Given the product [C:34]([OH:41])(=[O:40])[CH2:35][CH2:36][C:37]([OH:39])=[O:38].[CH:1]1([NH:8][C:9]2[N:14]=[C:13]([NH:15][C:16]3[CH:21]=[CH:20][C:19]([O:22][CH3:23])=[C:18]([F:24])[CH:17]=3)[N:12]=[C:11]([N:25]([CH3:34])[CH:26]3[CH2:27][CH2:28][N:29]([CH3:32])[CH2:30][CH2:31]3)[N:10]=2)[CH2:7][CH2:6][CH2:5][CH2:4][CH2:3][CH2:2]1, predict the reactants needed to synthesize it. (5) Given the product [Cl:20][C:6]1[CH:5]=[N:4][CH:3]=[C:2]([Cl:1])[C:7]=1[S:8][C:9]1[S:13][C:12]([C:14]([NH:21][CH2:22][CH2:23][C:24](=[O:25])[N:26]2[CH2:30][CH2:29][CH2:28][CH2:27]2)=[O:16])=[CH:11][C:10]=1[N+:17]([O-:19])=[O:18], predict the reactants needed to synthesize it. The reactants are: [Cl:1][C:2]1[CH:3]=[N:4][CH:5]=[C:6]([Cl:20])[C:7]=1[S:8][C:9]1[S:13][C:12]([C:14]([OH:16])=O)=[CH:11][C:10]=1[N+:17]([O-:19])=[O:18].[NH2:21][CH2:22][CH2:23][C:24]([N:26]1[CH2:30][CH2:29][CH2:28][CH2:27]1)=[O:25]. (6) The reactants are: [CH3:1][C:2](=[CH2:9])[CH2:3]CS([O-])(=O)=O.[NH2:10][CH2:11][C@@H:12]([OH:14])[CH3:13].C(N(CC)CC)C.[C:22](O[C:22]([O:24][C:25]([CH3:28])([CH3:27])[CH3:26])=[O:23])([O:24][C:25]([CH3:28])([CH3:27])[CH3:26])=[O:23]. Given the product [OH:14][C@@H:12]([CH3:13])[CH2:11][N:10]([CH2:3][C:2]([CH3:1])=[CH2:9])[C:22](=[O:23])[O:24][C:25]([CH3:28])([CH3:27])[CH3:26], predict the reactants needed to synthesize it. (7) Given the product [N:1]1[CH:6]=[CH:5][CH:4]=[CH:3][C:2]=1[C:7]1[CH:8]=[CH:9][C:10]2[N:11]([CH:13]=[C:14]([C:16]([OH:18])=[O:17])[N:15]=2)[CH:12]=1, predict the reactants needed to synthesize it. The reactants are: [N:1]1[CH:6]=[CH:5][CH:4]=[CH:3][C:2]=1[C:7]1[CH:8]=[CH:9][C:10]2[N:11]([CH:13]=[C:14]([C:16]([O:18]CC)=[O:17])[N:15]=2)[CH:12]=1.CC(C)(OC(NC1N=C(C2C=CC3N(C=C(C(O)=O)N=3)C=2)C=CC=1)=O)C. (8) Given the product [OH:14][CH:15]1[CH2:19][CH2:18][N:17]([CH2:20][CH2:21][CH2:22][C:13]2[NH:2][C:3](=[O:12])[C:4]3[C:5]([CH:11]=2)=[C:6]([CH3:10])[CH:7]=[CH:8][CH:9]=3)[CH2:16]1, predict the reactants needed to synthesize it. The reactants are: C[N:2]([CH3:13])[C:3](=[O:12])[C:4]1[CH:9]=[CH:8][CH:7]=[C:6]([CH3:10])[C:5]=1[CH3:11].[OH:14][CH:15]1[CH2:19][CH2:18][N:17]([CH2:20][CH2:21][CH2:22]C#N)[CH2:16]1. (9) Given the product [CH3:4][O:5][C:6](=[O:16])[C:7]1[CH:12]=[CH:11][C:10]([Br:13])=[C:9]([CH2:14][O:2][CH3:1])[CH:8]=1, predict the reactants needed to synthesize it. The reactants are: [CH3:1][O-:2].[Na+].[CH3:4][O:5][C:6](=[O:16])[C:7]1[CH:12]=[CH:11][C:10]([Br:13])=[C:9]([CH2:14]Br)[CH:8]=1.